Dataset: Full USPTO retrosynthesis dataset with 1.9M reactions from patents (1976-2016). Task: Predict the reactants needed to synthesize the given product. (1) Given the product [ClH:26].[CH3:23][N:20]1[CH2:21][CH2:22][CH:17]([CH2:16][O:15][C:11]2[CH:12]=[C:13]3[C:8](=[CH:9][CH:10]=2)[NH:7][C:6]([C:4]([OH:5])=[O:3])=[CH:14]3)[CH2:18][CH2:19]1, predict the reactants needed to synthesize it. The reactants are: C([O:3][C:4]([C:6]1[NH:7][C:8]2[C:13]([CH:14]=1)=[CH:12][C:11]([O:15][CH2:16][CH:17]1[CH2:22][CH2:21][N:20]([CH3:23])[CH2:19][CH2:18]1)=[CH:10][CH:9]=2)=[O:5])C.[OH-].[Na+].[ClH:26]. (2) Given the product [C:37]([O:36][C:34]([N:27]1[C:28]2[C:33](=[CH:32][CH:31]=[CH:30][CH:29]=2)[C:23]2([CH2:22][CH2:21][N:20]([CH2:19][C:16]3[CH:15]=[CH:14][C:13]([CH2:12][O:11][C:10]4[CH:41]=[CH:42][C:7]([CH2:6][CH2:5][C:4]([OH:44])=[O:3])=[C:8]([F:43])[CH:9]=4)=[CH:18][CH:17]=3)[CH2:25][CH2:24]2)[CH2:26]1)=[O:35])([CH3:40])([CH3:38])[CH3:39], predict the reactants needed to synthesize it. The reactants are: C([O:3][C:4](=[O:44])[CH2:5][CH2:6][C:7]1[CH:42]=[CH:41][C:10]([O:11][CH2:12][C:13]2[CH:18]=[CH:17][C:16]([CH2:19][N:20]3[CH2:25][CH2:24][C:23]4([C:33]5[C:28](=[CH:29][CH:30]=[CH:31][CH:32]=5)[N:27]([C:34]([O:36][C:37]([CH3:40])([CH3:39])[CH3:38])=[O:35])[CH2:26]4)[CH2:22][CH2:21]3)=[CH:15][CH:14]=2)=[CH:9][C:8]=1[F:43])C.[OH-].[K+]. (3) Given the product [CH2:1]([O:3][C:4]([C:6]1[C:15](=[O:16])[C:14]2[C:9](=[C:10]([Cl:38])[C:11]([NH:18][CH2:19][CH:20]([OH:37])[CH2:21][O:22][CH:23]3[CH2:26][NH:25][CH2:24]3)=[C:12]([F:17])[CH:13]=2)[N:8]([C:39]2[C:44]([F:45])=[CH:43][C:42]([F:46])=[C:41]([NH2:47])[N:40]=2)[CH:7]=1)=[O:5])[CH3:2], predict the reactants needed to synthesize it. The reactants are: [CH2:1]([O:3][C:4]([C:6]1[C:15](=[O:16])[C:14]2[C:9](=[C:10]([Cl:38])[C:11]([NH:18][CH2:19][CH:20]([OH:37])[CH2:21][O:22][CH:23]3[CH2:26][N:25](C(OCC4C=CC=CC=4)=O)[CH2:24]3)=[C:12]([F:17])[CH:13]=2)[N:8]([C:39]2[C:44]([F:45])=[CH:43][C:42]([F:46])=[C:41]([NH2:47])[N:40]=2)[CH:7]=1)=[O:5])[CH3:2]. (4) The reactants are: [OH:1][C:2]1[CH:7]=[CH:6][C:5]([CH:8]=[CH:9][C:10](=[O:41])[CH2:11][C:12](=[O:40])[CH:13]=[CH:14][C:15]2[CH:20]=[CH:19][C:18]([NH:21][C:22](=[O:39])[C@@H:23]([NH:31]C(OC(C)(C)C)=O)[CH2:24][C:25]3[CH:30]=[CH:29][CH:28]=[CH:27][CH:26]=3)=[CH:17][CH:16]=2)=[CH:4][CH:3]=1.C(OC(NC1C=CC(/C=C/C(=O)CC(=O)/C=C/C2C=CC(O)=CC=2)=CC=1)=O)(C)(C)C. Given the product [NH2:31][C@@H:23]([CH2:24][C:25]1[CH:26]=[CH:27][CH:28]=[CH:29][CH:30]=1)[C:22]([NH:21][C:18]1[CH:19]=[CH:20][C:15](/[CH:14]=[CH:13]/[C:12](=[O:40])[CH2:11][C:10](=[O:41])/[CH:9]=[CH:8]/[C:5]2[CH:4]=[CH:3][C:2]([OH:1])=[CH:7][CH:6]=2)=[CH:16][CH:17]=1)=[O:39], predict the reactants needed to synthesize it.